This data is from Forward reaction prediction with 1.9M reactions from USPTO patents (1976-2016). The task is: Predict the product of the given reaction. (1) Given the reactants [CH3:1][C:2]1[C:7]([OH:8])=[CH:6][CH:5]=[CH:4][N:3]=1.[H-].[Na+].FC(F)(F)S(O[C:17]1[C:26]2[C:25](=[O:27])[N:24]([CH2:28][C:29]3[CH:34]=[CH:33][C:32]([O:35][CH3:36])=[CH:31][CH:30]=3)[C:23](=[O:37])[N:22]([C:38]3[CH:43]=[CH:42][C:41]([I:44])=[CH:40][C:39]=3[F:45])[C:21]=2[N:20]([CH3:46])[C:19](=[O:47])[CH:18]=1)(=O)=O, predict the reaction product. The product is: [CH3:1][C:2]1[C:7]([O:8][C:17]2[C:26]3[C:25](=[O:27])[N:24]([CH2:28][C:29]4[CH:30]=[CH:31][C:32]([O:35][CH3:36])=[CH:33][CH:34]=4)[C:23](=[O:37])[N:22]([C:38]4[CH:43]=[CH:42][C:41]([I:44])=[CH:40][C:39]=4[F:45])[C:21]=3[N:20]([CH3:46])[C:19](=[O:47])[CH:18]=2)=[CH:6][CH:5]=[CH:4][N:3]=1. (2) Given the reactants [Br:1][C:2]1[CH:7]=[C:6](I)[C:5]([Br:9])=[CH:4][C:3]=1I.[Br-:11].[Br:12][C:13]1[CH:17]=[CH:16][S:15][C:14]=1[Zn+], predict the reaction product. The product is: [Br:1][C:2]1[CH:7]=[C:6]([C:14]2[S:15][CH:16]=[CH:17][C:13]=2[Br:12])[C:5]([Br:9])=[CH:4][C:3]=1[C:14]1[S:15][CH:16]=[CH:17][C:13]=1[Br:11]. (3) Given the reactants [NH2:1][C:2]1[N:11]=[CH:10][C:9]2[C:8](SC)=[N:7][CH:6]=[N:5][C:4]=2[CH:3]=1.[CH3:14][N:15]([CH3:23])[C:16]1[CH:21]=[CH:20][CH:19]=[C:18]([NH2:22])[CH:17]=1, predict the reaction product. The product is: [NH2:1][C:2]1[N:11]=[CH:10][C:9]2[C:8]([NH:22][C:18]3[CH:19]=[CH:20][CH:21]=[C:16]([N:15]([CH3:23])[CH3:14])[CH:17]=3)=[N:7][CH:6]=[N:5][C:4]=2[CH:3]=1. (4) Given the reactants Br[C:2]1[CH:3]=[C:4]2[C:9](=[CH:10][CH:11]=1)[N:8](C(=O)C(F)(F)F)[C@@H:7]([CH3:18])[CH2:6][N:5]2[C:19]([CH:21]1[CH2:23][CH2:22]1)=[O:20].[CH:24]1([N:27]2[CH:31]=[C:30](B3OC(C)(C)C(C)(C)O3)[CH:29]=[N:28]2)[CH2:26][CH2:25]1.C(=O)([O-])[O-].[Cs+].[Cs+], predict the reaction product. The product is: [CH:21]1([C:19]([N:5]2[C:4]3[C:9](=[CH:10][CH:11]=[C:2]([C:30]4[CH:29]=[N:28][N:27]([CH:24]5[CH2:26][CH2:25]5)[CH:31]=4)[CH:3]=3)[NH:8][C@@H:7]([CH3:18])[CH2:6]2)=[O:20])[CH2:22][CH2:23]1. (5) Given the reactants [N+:1]([C:4]1[CH:5]=[C:6]2[C:10](=[CH:11][CH:12]=1)[NH:9][N:8]=[C:7]2[NH:13][CH2:14][C:15]1[O:16][CH:17]=[CH:18][N:19]=1)([O-])=O, predict the reaction product. The product is: [O:16]1[CH:17]=[CH:18][N:19]=[C:15]1[CH2:14][NH:13][C:7]1[C:6]2[C:10](=[CH:11][CH:12]=[C:4]([NH2:1])[CH:5]=2)[NH:9][N:8]=1. (6) Given the reactants [CH:1]1[C:10]2[C:5](=[CH:6][C:7]([OH:11])=[CH:8][CH:9]=2)[CH:4]=[CH:3][C:2]=1[OH:12].F[C:14]1[CH:21]=[CH:20][C:17]([C:18]#[N:19])=[CH:16][CH:15]=1.C([O-])([O-])=O.[K+].[K+], predict the reaction product. The product is: [OH:12][C:2]1[CH:1]=[C:10]2[C:5](=[CH:4][CH:3]=1)[CH:6]=[C:7]([O:11][C:14]1[CH:21]=[CH:20][C:17]([C:18]#[N:19])=[CH:16][CH:15]=1)[CH:8]=[CH:9]2.